This data is from Reaction yield outcomes from USPTO patents with 853,638 reactions. The task is: Predict the reaction yield, written as a fraction of the theoretical maximum amount of product (1.0 means a 100% yield; for example, 0.34 means a 34% yield). The reactants are [C:1]1([N:7]2[CH2:12][CH2:11][NH:10][CH2:9][CH2:8]2)[CH:6]=[CH:5][CH:4]=[CH:3][CH:2]=1.[Br:13][C:14]1[O:18][C:17]([C:19](Cl)=[O:20])=[CH:16][CH:15]=1. The catalyst is ClCCl. The product is [Br:13][C:14]1[O:18][C:17]([C:19]([N:10]2[CH2:11][CH2:12][N:7]([C:1]3[CH:6]=[CH:5][CH:4]=[CH:3][CH:2]=3)[CH2:8][CH2:9]2)=[O:20])=[CH:16][CH:15]=1. The yield is 0.770.